From a dataset of Catalyst prediction with 721,799 reactions and 888 catalyst types from USPTO. Predict which catalyst facilitates the given reaction. (1) Reactant: [C:1]1([CH3:17])[CH:6]=[CH:5][CH:4]=[CH:3][C:2]=1[C:7]1[C:12]([C:13]([O:15]C)=[O:14])=[CH:11][N:10]=[CH:9][CH:8]=1. Product: [C:1]1([CH3:17])[CH:6]=[CH:5][CH:4]=[CH:3][C:2]=1[C:7]1[C:12]([C:13]([OH:15])=[O:14])=[CH:11][N:10]=[CH:9][CH:8]=1. The catalyst class is: 494. (2) Reactant: [Br:1][C:2]1[C:3]([S:9][CH3:10])=[N:4][C:5](Cl)=[N:6][CH:7]=1.[CH3:11][C:12]([NH2:15])([CH3:14])[CH3:13]. Product: [Br:1][C:2]1[C:3]([S:9][CH3:10])=[N:4][C:5]([NH:15][C:12]([CH3:14])([CH3:13])[CH3:11])=[N:6][CH:7]=1. The catalyst class is: 12. (3) Reactant: [C:1]([O:5][C:6](=[O:20])[NH:7][C:8]1[CH:13]=[C:12](F)[C:11]([C:15]#[N:16])=[CH:10][C:9]=1[N+:17]([O-:19])=[O:18])([CH3:4])([CH3:3])[CH3:2].[CH:21]([NH:24][CH3:25])([CH3:23])[CH3:22]. Product: [C:1]([O:5][C:6](=[O:20])[NH:7][C:8]1[CH:13]=[C:12]([N:24]([CH:21]([CH3:23])[CH3:22])[CH3:25])[C:11]([C:15]#[N:16])=[CH:10][C:9]=1[N+:17]([O-:19])=[O:18])([CH3:4])([CH3:3])[CH3:2]. The catalyst class is: 16. (4) The catalyst class is: 122. Product: [C:42]([O:41][C:40]([NH:39][C:35]([CH3:36])([CH3:34])[C:37]#[C:38][C:5]1[C:4]([C@H:16]2[CH2:20][CH2:19][CH2:18][N:17]2[C:21]2[CH:26]=[CH:25][N:24]3[N:27]=[CH:28][C:29]([C:30]([O:32][CH3:33])=[O:31])=[C:23]3[N:22]=2)=[CH:3][C:2]([F:1])=[CH:7][N:6]=1)=[O:46])([CH3:45])([CH3:44])[CH3:43]. Reactant: [F:1][C:2]1[CH:3]=[C:4]([C@H:16]2[CH2:20][CH2:19][CH2:18][N:17]2[C:21]2[CH:26]=[CH:25][N:24]3[N:27]=[CH:28][C:29]([C:30]([O:32][CH3:33])=[O:31])=[C:23]3[N:22]=2)[C:5](OS(C(F)(F)F)(=O)=O)=[N:6][CH:7]=1.[CH3:34][C:35]([NH:39][C:40](=[O:46])[O:41][C:42]([CH3:45])([CH3:44])[CH3:43])([C:37]#[CH:38])[CH3:36].C(NC(C)C)(C)C. (5) Reactant: [NH2:1][C:2](=[O:21])[C@@H:3]([NH:10]C(=O)OCC1C=CC=CC=1)[CH2:4][O:5][C:6]([CH3:9])([CH3:8])[CH3:7].[ClH:22].[H][H]. Product: [ClH:22].[NH2:10][C@@H:3]([CH2:4][O:5][C:6]([CH3:9])([CH3:8])[CH3:7])[C:2]([NH2:1])=[O:21]. The catalyst class is: 19.